From a dataset of NCI-60 drug combinations with 297,098 pairs across 59 cell lines. Regression. Given two drug SMILES strings and cell line genomic features, predict the synergy score measuring deviation from expected non-interaction effect. Drug 1: CCC1=CC2CC(C3=C(CN(C2)C1)C4=CC=CC=C4N3)(C5=C(C=C6C(=C5)C78CCN9C7C(C=CC9)(C(C(C8N6C)(C(=O)OC)O)OC(=O)C)CC)OC)C(=O)OC.C(C(C(=O)O)O)(C(=O)O)O. Drug 2: C1=C(C(=O)NC(=O)N1)F. Cell line: CAKI-1. Synergy scores: CSS=48.8, Synergy_ZIP=5.99, Synergy_Bliss=3.71, Synergy_Loewe=-3.42, Synergy_HSA=11.0.